Dataset: NCI-60 drug combinations with 297,098 pairs across 59 cell lines. Task: Regression. Given two drug SMILES strings and cell line genomic features, predict the synergy score measuring deviation from expected non-interaction effect. (1) Drug 1: C1CCC(C1)C(CC#N)N2C=C(C=N2)C3=C4C=CNC4=NC=N3. Drug 2: CC1=CC2C(CCC3(C2CCC3(C(=O)C)OC(=O)C)C)C4(C1=CC(=O)CC4)C. Cell line: SN12C. Synergy scores: CSS=13.0, Synergy_ZIP=2.93, Synergy_Bliss=7.16, Synergy_Loewe=7.20, Synergy_HSA=9.35. (2) Drug 1: C1=NC2=C(N=C(N=C2N1C3C(C(C(O3)CO)O)F)Cl)N. Synergy scores: CSS=26.4, Synergy_ZIP=-8.18, Synergy_Bliss=-8.73, Synergy_Loewe=-49.8, Synergy_HSA=-8.27. Cell line: HOP-62. Drug 2: C1C(C(OC1N2C=NC3=C2NC=NCC3O)CO)O. (3) Drug 1: CCCCCOC(=O)NC1=NC(=O)N(C=C1F)C2C(C(C(O2)C)O)O. Drug 2: CCC1(C2=C(COC1=O)C(=O)N3CC4=CC5=C(C=CC(=C5CN(C)C)O)N=C4C3=C2)O.Cl. Cell line: UACC-257. Synergy scores: CSS=8.09, Synergy_ZIP=-2.92, Synergy_Bliss=-0.495, Synergy_Loewe=-8.80, Synergy_HSA=-1.26. (4) Drug 1: CC=C1C(=O)NC(C(=O)OC2CC(=O)NC(C(=O)NC(CSSCCC=C2)C(=O)N1)C(C)C)C(C)C. Drug 2: C1C(C(OC1N2C=NC(=NC2=O)N)CO)O. Cell line: ACHN. Synergy scores: CSS=31.4, Synergy_ZIP=2.41, Synergy_Bliss=5.95, Synergy_Loewe=2.39, Synergy_HSA=3.83. (5) Cell line: KM12. Synergy scores: CSS=2.16, Synergy_ZIP=3.26, Synergy_Bliss=6.87, Synergy_Loewe=1.62, Synergy_HSA=1.70. Drug 1: CS(=O)(=O)CCNCC1=CC=C(O1)C2=CC3=C(C=C2)N=CN=C3NC4=CC(=C(C=C4)OCC5=CC(=CC=C5)F)Cl. Drug 2: CN(C(=O)NC(C=O)C(C(C(CO)O)O)O)N=O. (6) Drug 1: C1=NC2=C(N1)C(=S)N=CN2. Drug 2: CS(=O)(=O)OCCCCOS(=O)(=O)C. Cell line: 786-0. Synergy scores: CSS=44.5, Synergy_ZIP=-0.691, Synergy_Bliss=2.39, Synergy_Loewe=-16.3, Synergy_HSA=0.340. (7) Drug 1: CC1=C(C=C(C=C1)NC2=NC=CC(=N2)N(C)C3=CC4=NN(C(=C4C=C3)C)C)S(=O)(=O)N.Cl. Drug 2: CCC1(C2=C(COC1=O)C(=O)N3CC4=CC5=C(C=CC(=C5CN(C)C)O)N=C4C3=C2)O.Cl. Cell line: SR. Synergy scores: CSS=57.8, Synergy_ZIP=-0.230, Synergy_Bliss=-0.630, Synergy_Loewe=-16.6, Synergy_HSA=1.35. (8) Drug 1: CCC1(CC2CC(C3=C(CCN(C2)C1)C4=CC=CC=C4N3)(C5=C(C=C6C(=C5)C78CCN9C7C(C=CC9)(C(C(C8N6C)(C(=O)OC)O)OC(=O)C)CC)OC)C(=O)OC)O.OS(=O)(=O)O. Drug 2: C1CN(P(=O)(OC1)NCCCl)CCCl. Cell line: SN12C. Synergy scores: CSS=0.0535, Synergy_ZIP=-0.184, Synergy_Bliss=-1.85, Synergy_Loewe=-4.20, Synergy_HSA=-3.86.